Dataset: Catalyst prediction with 721,799 reactions and 888 catalyst types from USPTO. Task: Predict which catalyst facilitates the given reaction. (1) Reactant: [CH:1]1[C:14]2[CH:13]=[CH:12][C:11]3[C:6](=[CH:7][CH:8]=[CH:9][CH:10]=3)[C:5]=2[CH:4]=[CH:3][C:2]=1[C:15]1[N:19]([C:20]2[CH:25]=[CH:24][C:23]([CH2:26][C:27]#[N:28])=[CH:22][CH:21]=2)[N:18]=[C:17]([C:29]([F:32])([F:31])[F:30])[CH:16]=1.Cl.[OH:34][NH2:35]. Product: [CH:1]1[C:14]2[CH:13]=[CH:12][C:11]3[C:6](=[CH:7][CH:8]=[CH:9][CH:10]=3)[C:5]=2[CH:4]=[CH:3][C:2]=1[C:15]1[N:19]([C:20]2[CH:25]=[CH:24][C:23]([CH2:26][C:27]([NH:35][OH:34])=[NH:28])=[CH:22][CH:21]=2)[N:18]=[C:17]([C:29]([F:32])([F:30])[F:31])[CH:16]=1. The catalyst class is: 8. (2) Reactant: [NH2:1][CH2:2][CH2:3][CH2:4][CH2:5][CH2:6][C:7]([N:9]1[CH2:13][CH:12]([OH:14])[CH:11]([CH:15]([C:34]2[CH:39]=[CH:38][CH:37]=[CH:36][CH:35]=2)[O:16][CH:17]([C:26]2[CH:31]=[CH:30][C:29]([O:32][CH3:33])=[CH:28][CH:27]=2)[C:18]2[CH:23]=[CH:22][C:21]([O:24][CH3:25])=[CH:20][CH:19]=2)[CH2:10]1)=[O:8].C(N(CC)CC)C.[CH3:47][C@@H:48]([C@@H:55]1[C@@:59]2([CH3:77])[CH2:60][CH2:61][CH:62]3[C@@:67]4([CH3:76])[CH2:68][CH2:69][CH:70]([O:72][C:73](Cl)=[O:74])[CH2:71][C:66]4=[CH:65][CH2:64][CH:63]3[CH:58]2[CH2:57][CH2:56]1)[CH2:49][CH2:50][CH2:51][CH:52]([CH3:54])[CH3:53].CO.C(Cl)(Cl)Cl. Product: [CH3:47][CH:48]([CH:55]1[C:59]2([CH3:77])[CH:58]([CH:63]3[CH:62]([CH2:61][CH2:60]2)[C:67]2([CH3:76])[C:66]([CH2:71][CH:70]([O:72][C:73](=[O:74])[NH:1][CH2:2][CH2:3][CH2:4][CH2:5][CH2:6][C:7]([N:9]4[CH2:13][CH:12]([OH:14])[CH:11]([CH:15]([C:34]5[CH:39]=[CH:38][CH:37]=[CH:36][CH:35]=5)[O:16][CH:17]([C:26]5[CH:31]=[CH:30][C:29]([O:32][CH3:33])=[CH:28][CH:27]=5)[C:18]5[CH:23]=[CH:22][C:21]([O:24][CH3:25])=[CH:20][CH:19]=5)[CH2:10]4)=[O:8])[CH2:69][CH2:68]2)=[CH:65][CH2:64]3)[CH2:57][CH2:56]1)[CH2:49][CH2:50][CH2:51][CH:52]([CH3:53])[CH3:54]. The catalyst class is: 4. (3) Reactant: C([N:8]1[CH2:15][CH2:14][C:11]2([CH2:13][CH2:12]2)[C@H:10]([OH:16])[CH2:9]1)C1C=CC=CC=1. Product: [CH2:12]1[C:11]2([CH2:14][CH2:15][NH:8][CH2:9][C@H:10]2[OH:16])[CH2:13]1. The catalyst class is: 19. (4) Reactant: [C:1]([O:4][C@@H:5]([C:7]1[N:12]=[C:11](OS(C)(=O)=O)[CH:10]=[CH:9][N:8]=1)[CH3:6])(=[O:3])[CH3:2].[NH:18]1[CH2:23][CH2:22][NH:21][CH2:20][CH2:19]1. Product: [C:1]([O:4][C@@H:5]([C:7]1[N:12]=[C:11]([N:18]2[CH2:23][CH2:22][NH:21][CH2:20][CH2:19]2)[CH:10]=[CH:9][N:8]=1)[CH3:6])(=[O:3])[CH3:2]. The catalyst class is: 7. (5) The catalyst class is: 6. Reactant: [CH2:1]=[CH:2][C:3]1[CH:8]=[CH:7][CH:6]=[CH:5][CH:4]=1.[C:9]([O:13][CH2:14][CH2:15][CH2:16][CH3:17])(=[O:12])[CH:10]=[CH2:11].C(S)CCCCCCCCCCC.C(OCCCCCCCCCCOC(=O)C=C)(=O)C=C. Product: [CH2:1]=[CH:2][C:3]1[CH:8]=[CH:7][CH:6]=[CH:5][CH:4]=1.[C:9]([O:13][CH2:14][CH2:15][CH2:16][CH3:17])(=[O:12])[CH:10]=[CH2:11]. (6) Reactant: CCCC[N+](CCCC)(CCCC)CCCC.[F-].[OH:19][CH2:20][C@@H:21]1[C@@:26]([CH3:58])([C@H:27]2[CH2:35][CH2:34][C@@:33]3([CH3:36])[C@@H:29]([CH2:30][CH2:31][C:32]3=[CH2:37])[C@@H:28]2[CH2:38][NH:39][CH2:40][C:41]2[N:45](COCC[Si](C)(C)C)[C:44]3[CH:54]=[CH:55][CH:56]=[CH:57][C:43]=3[N:42]=2)[CH2:25][CH2:24][C@H:23]([OH:59])[CH2:22]1. Product: [NH:42]1[C:43]2[CH:57]=[CH:56][CH:55]=[CH:54][C:44]=2[N:45]=[C:41]1[CH2:40][NH:39][CH2:38][C@@H:28]1[C@@H:27]([C@@:26]2([CH3:58])[CH2:25][CH2:24][C@H:23]([OH:59])[CH2:22][C@@H:21]2[CH2:20][OH:19])[CH2:35][CH2:34][C@@:33]2([CH3:36])[C@H:29]1[CH2:30][CH2:31][C:32]2=[CH2:37]. The catalyst class is: 1. (7) Reactant: [C:1]([O:5][C:6]([NH:8][C:9]1[CH:10]=[C:11]([CH:15]=[C:16]([OH:18])[CH:17]=1)[C:12]([OH:14])=[O:13])=[O:7])([CH3:4])([CH3:3])[CH3:2].Br[CH2:20][CH:21]([CH3:23])[CH3:22].C(=O)([O-])[O-].[K+].[K+]. Product: [CH2:20]([O:13][C:12](=[O:14])[C:11]1[CH:15]=[C:16]([O:18][CH2:2][CH:1]([CH3:4])[CH3:3])[CH:17]=[C:9]([NH:8][C:6]([O:5][C:1]([CH3:4])([CH3:2])[CH3:3])=[O:7])[CH:10]=1)[CH:21]([CH3:23])[CH3:22]. The catalyst class is: 9. (8) Reactant: C([OH:3])C.[OH-].[Na+].OO.[OH:8][C@H:9]1[CH2:14][CH2:13][C@H:12]([NH:15][C:16]2[CH:23]=[C:22]([N:24]3[C:32]4[C:27](=[C:28]([C:33]5[CH:34]=[N:35][C:36]6[C:41]([CH:42]=5)=[CH:40][CH:39]=[CH:38][CH:37]=6)[CH:29]=[CH:30][CH:31]=4)[C:26]([CH3:43])=[N:25]3)[CH:21]=[CH:20][C:17]=2[C:18]#[N:19])[CH2:11][CH2:10]1. Product: [OH:8][C@H:9]1[CH2:14][CH2:13][C@H:12]([NH:15][C:16]2[CH:23]=[C:22]([N:24]3[C:32]4[C:27](=[C:28]([C:33]5[CH:34]=[N:35][C:36]6[C:41]([CH:42]=5)=[CH:40][CH:39]=[CH:38][CH:37]=6)[CH:29]=[CH:30][CH:31]=4)[C:26]([CH3:43])=[N:25]3)[CH:21]=[CH:20][C:17]=2[C:18]([NH2:19])=[O:3])[CH2:11][CH2:10]1. The catalyst class is: 58. (9) The catalyst class is: 4. Product: [O:66]=[C:65]1[NH:64][CH2:31][C@@H:2]([CH2:3][N:4]2[CH:8]=[CH:7][C:6]([NH:9][C:10](=[O:30])[C@@H:11]([N:16]3[CH2:20][C:19]([O:21][C:22]4[CH:27]=[CH:26][CH:25]=[CH:24][C:23]=4[Cl:28])=[CH:18][C:17]3=[O:29])[CH2:12][CH:13]([CH3:15])[CH3:14])=[N:5]2)[O:1]1. Reactant: [OH:1][C:2](C)([CH3:31])[CH2:3][N:4]1[CH:8]=[CH:7][C:6]([NH:9][C:10](=[O:30])[C@@H:11]([N:16]2[CH2:20][C:19]([O:21][C:22]3[CH:27]=[CH:26][CH:25]=[CH:24][C:23]=3[Cl:28])=[CH:18][C:17]2=[O:29])[CH2:12][CH:13]([CH3:15])[CH3:14])=[N:5]1.Cl.CN(C)CCCN=C=NCC.ON1C2C=CC=CC=2N=N1.NC1C=CN(C[C@H]2[O:66][C:65](=O)[NH:64]C2)N=1. (10) Reactant: [Li]CCCC.Br[C:7]1[CH:8]=[CH:9][C:10]([N:13]2[CH2:17][CH2:16][C@@H:15]([O:18][C:19]3[C:24]([Cl:25])=[CH:23][C:22]([CH3:26])=[CH:21][C:20]=3[Cl:27])[CH2:14]2)=[N:11][CH:12]=1.CN([CH:31]=[O:32])C.[NH4+].[Cl-]. Product: [Cl:27][C:20]1[CH:21]=[C:22]([CH3:26])[CH:23]=[C:24]([Cl:25])[C:19]=1[O:18][C@@H:15]1[CH2:16][CH2:17][N:13]([C:10]2[N:11]=[CH:12][C:7]([CH:31]=[O:32])=[CH:8][CH:9]=2)[CH2:14]1. The catalyst class is: 1.